Dataset: Full USPTO retrosynthesis dataset with 1.9M reactions from patents (1976-2016). Task: Predict the reactants needed to synthesize the given product. (1) Given the product [Cl:29][C:30]1[CH:37]=[CH:36][C:33]([CH2:34][N:26]2[CH2:25][CH2:24][C:22]3([O:21][CH2:20][CH2:19][N:18]([C:16]([C:14]4[N:15]=[C:11]([CH:8]([CH3:10])[CH3:9])[S:12][CH:13]=4)=[O:17])[CH2:23]3)[CH2:28][CH2:27]2)=[CH:32][C:31]=1[CH2:38][CH2:39][OH:40], predict the reactants needed to synthesize it. The reactants are: FC(F)(F)C(O)=O.[CH:8]([C:11]1[S:12][CH:13]=[C:14]([C:16]([N:18]2[CH2:23][C:22]3([CH2:28][CH2:27][NH:26][CH2:25][CH2:24]3)[O:21][CH2:20][CH2:19]2)=[O:17])[N:15]=1)([CH3:10])[CH3:9].[Cl:29][C:30]1[CH:37]=[CH:36][C:33]([CH:34]=O)=[CH:32][C:31]=1[CH2:38][CH2:39][OH:40].C(O[BH-](OC(=O)C)OC(=O)C)(=O)C.[Na+].C(=O)(O)[O-].[Na+]. (2) The reactants are: [Br:1][C:2]1[CH:3]=[N:4][C:5](Cl)=[C:6]([CH:9]=1)[C:7]#[N:8].C1(C)C=CC=CC=1.C(=O)([O-])[O-].[K+].[K+].[C:24]([N:31]1[CH2:36][CH2:35][NH:34][C@@H:33]([CH3:37])[CH2:32]1)([O:26][C:27]([CH3:30])([CH3:29])[CH3:28])=[O:25]. Given the product [Br:1][C:2]1[CH:9]=[C:6]([C:7]#[N:8])[C:5]([N:34]2[CH2:35][CH2:36][N:31]([C:24]([O:26][C:27]([CH3:30])([CH3:29])[CH3:28])=[O:25])[CH2:32][C@@H:33]2[CH3:37])=[N:4][CH:3]=1, predict the reactants needed to synthesize it. (3) Given the product [F:41][C:39]([C:35]1[CH:34]=[C:33]([CH:38]=[CH:37][CH:36]=1)[O:23][C:20]1[CH:21]=[CH:22][C:17]([C:16]2[C:11]([NH2:10])=[N:12][CH:13]=[C:14]([CH3:2])[CH:15]=2)=[CH:18][CH:19]=1)([F:42])[CH3:40], predict the reactants needed to synthesize it. The reactants are: N1C=CC=C[C:2]=1C(O)=O.[NH2:10][C:11]1[C:16]([C:17]2[CH:22]=[CH:21][C:20]([OH:23])=[CH:19][CH:18]=2)=[CH:15][CH:14]=[CH:13][N:12]=1.P([O-])([O-])([O-])=O.[K+].[K+].[K+].Br[C:33]1[CH:38]=[CH:37][CH:36]=[C:35]([C:39]([F:42])([F:41])[CH3:40])[CH:34]=1. (4) Given the product [F:24][CH:25]([F:40])[C:26]1[N:31]2[CH:32]=[C:33]([N+:37]([O-:39])=[O:38])[CH:34]=[C:35]([CH3:36])[C:30]2=[N:29][N:28]=1, predict the reactants needed to synthesize it. The reactants are: N(C1C(C)=CC([N+]([O-])=O)=CN=1)N.FC(F)C(OC(=O)C(F)F)=O.[F:24][CH:25]([F:40])[C:26]([NH:28][NH:29][C:30]1[C:35]([CH3:36])=[CH:34][C:33]([N+:37]([O-:39])=[O:38])=[CH:32][N:31]=1)=O. (5) Given the product [CH3:22][Si:23]([CH3:26])([CH3:25])[C:24]#[C:9][O:8][C:6](=[O:7])[C:5]1[CH:10]=[CH:11][CH:2]=[C:3]([N+:12]([O-:14])=[O:13])[CH:4]=1, predict the reactants needed to synthesize it. The reactants are: I[C:2]1[CH:11]=[CH:10][C:5]([C:6]([O:8][CH3:9])=[O:7])=[CH:4][C:3]=1[N+:12]([O-:14])=[O:13].C(N(CC)CC)C.[CH3:22][Si:23]([C:26]#C)([CH3:25])[CH3:24]. (6) Given the product [CH2:1]([N:8]1[CH:9]2[CH2:15][CH2:14][CH:13]1[CH2:12][CH:11]([N:16]1[CH2:21][CH2:20][N:19]([C:34]([O:33][C:30]([CH3:32])([CH3:31])[CH3:29])=[O:35])[CH2:18][CH2:17]1)[CH2:10]2)[C:2]1[CH:3]=[CH:4][CH:5]=[CH:6][CH:7]=1, predict the reactants needed to synthesize it. The reactants are: [CH2:1]([N:8]1[CH:13]2[CH2:14][CH2:15][CH:9]1[CH2:10][CH:11]([N:16]1[CH2:21][CH2:20][NH:19][CH2:18][CH2:17]1)[CH2:12]2)[C:2]1[CH:7]=[CH:6][CH:5]=[CH:4][CH:3]=1.CCN(CC)CC.[CH3:29][C:30]([O:33][C:34](O[C:34]([O:33][C:30]([CH3:32])([CH3:31])[CH3:29])=[O:35])=[O:35])([CH3:32])[CH3:31]. (7) Given the product [C:31]([O:20][C:17]1[CH:18]=[CH:19][C:14]([C:12]2[N:13]=[C:8]([CH2:1][C:2]3[CH:3]=[CH:4][CH:5]=[CH:6][CH:7]=3)[C:9]([NH:21][C:22](=[S:30])[CH2:23][C:24]3[CH:29]=[CH:28][CH:27]=[CH:26][CH:25]=3)=[N:10][CH:11]=2)=[CH:15][CH:16]=1)(=[O:33])[CH3:32], predict the reactants needed to synthesize it. The reactants are: [CH2:1]([C:8]1[C:9]([NH:21][C:22](=[S:30])[CH2:23][C:24]2[CH:29]=[CH:28][CH:27]=[CH:26][CH:25]=2)=[N:10][CH:11]=[C:12]([C:14]2[CH:19]=[CH:18][C:17]([OH:20])=[CH:16][CH:15]=2)[N:13]=1)[C:2]1[CH:7]=[CH:6][CH:5]=[CH:4][CH:3]=1.[C:31](OC(=O)C)(=[O:33])[CH3:32].C(=O)(O)[O-].[Na+].C(OCC)(=O)C.